From a dataset of Acute oral toxicity (LD50) regression data from Zhu et al.. Regression/Classification. Given a drug SMILES string, predict its toxicity properties. Task type varies by dataset: regression for continuous values (e.g., LD50, hERG inhibition percentage) or binary classification for toxic/non-toxic outcomes (e.g., AMES mutagenicity, cardiotoxicity, hepatotoxicity). Dataset: ld50_zhu. The molecule is CSCc1cnccn1. The rat oral LD50 is 1.81, given as -log10 of the dose in mol/kg body weight (higher means more acutely toxic).